From a dataset of Forward reaction prediction with 1.9M reactions from USPTO patents (1976-2016). Predict the product of the given reaction. (1) Given the reactants N1C=CC=CC=1.[OH:7][C:8]1[CH:15]=[CH:14][C:11]([CH:12]=[O:13])=[CH:10][C:9]=1[CH3:16].[C:17](O)(=[O:19])[CH3:18], predict the reaction product. The product is: [C:17]([O:7][C:8]1[CH:15]=[CH:14][C:11]([CH:12]=[O:13])=[CH:10][C:9]=1[CH3:16])(=[O:19])[CH3:18]. (2) Given the reactants [CH3:1][C:2]1[S:3][C:4]([C:7]2[N:12]3[N:13]=[C:14]([NH2:16])[N:15]=[C:11]3[CH:10]=[C:9]([C:17]3[CH:18]=[N:19][CH:20]=[CH:21][CH:22]=3)[CH:8]=2)=[CH:5][N:6]=1.[CH2:23]([N:25]=[C:26]=[O:27])[CH3:24], predict the reaction product. The product is: [CH2:23]([NH:25][C:26]([NH:16][C:14]1[N:15]=[C:11]2[CH:10]=[C:9]([C:17]3[CH:18]=[N:19][CH:20]=[CH:21][CH:22]=3)[CH:8]=[C:7]([C:4]3[S:3][C:2]([CH3:1])=[N:6][CH:5]=3)[N:12]2[N:13]=1)=[O:27])[CH3:24]. (3) Given the reactants [CH3:1][N:2]([CH3:7])[S:3](Cl)(=[O:5])=[O:4].[Cl:8][C:9]1[CH:34]=[CH:33][C:12]2[N:13]3[C:17]([CH2:18][NH:19][CH2:20][C:11]=2[CH:10]=1)=[N:16][N:15]=[C:14]3[CH:21]1[CH2:26][CH2:25][N:24]([C:27]2[CH:32]=[CH:31][CH:30]=[CH:29][N:28]=2)[CH2:23][CH2:22]1.N1C=CC=CC=1, predict the reaction product. The product is: [NH3:2].[CH3:1][N:2]([CH3:7])[S:3]([N:19]1[CH2:18][C:17]2[N:13]([C:14]([CH:21]3[CH2:26][CH2:25][N:24]([C:27]4[CH:32]=[CH:31][CH:30]=[CH:29][N:28]=4)[CH2:23][CH2:22]3)=[N:15][N:16]=2)[C:12]2[CH:33]=[CH:34][C:9]([Cl:8])=[CH:10][C:11]=2[CH2:20]1)(=[O:5])=[O:4]. (4) Given the reactants N(C(OCCOC)=O)=NC(OCCOC)=O.[CH3:17][C:18]1[CH:23]=[C:22]([N+:24]([O-:26])=[O:25])[C:21]([CH3:27])=[CH:20][C:19]=1[OH:28].[CH3:29][C:30]1([CH2:33]O)[CH2:32][CH2:31]1.C1(P(C2C=CC=CC=2)C2C=CC=CC=2)C=CC=CC=1.C(=O)(O)[O-].[Na+], predict the reaction product. The product is: [CH3:17][C:18]1[CH:23]=[C:22]([N+:24]([O-:26])=[O:25])[C:21]([CH3:27])=[CH:20][C:19]=1[O:28][CH2:29][C:30]1([CH3:33])[CH2:32][CH2:31]1. (5) Given the reactants [Cl:1][C:2]1[CH:10]=[CH:9][C:5]([C:6](O)=[O:7])=[CH:4][N:3]=1.[CH2:11]([N:13](CC)[CH2:14]C)C.CNC.Cl.C(N=C=NCCCN(C)C)C, predict the reaction product. The product is: [Cl:1][C:2]1[CH:10]=[CH:9][C:5]([C:6]([N:13]([CH3:14])[CH3:11])=[O:7])=[CH:4][N:3]=1. (6) Given the reactants [Br:1][C:2]1[CH:7]=[CH:6][C:5]([O:8][CH3:9])=[CH:4][C:3]=1[CH2:10][NH2:11].[Cl:12][C:13]1[N:18]=[C:17](Cl)[C:16]([Cl:20])=[CH:15][N:14]=1.C(=O)([O-])[O-].[K+].[K+], predict the reaction product. The product is: [Br:1][C:2]1[CH:7]=[CH:6][C:5]([O:8][CH3:9])=[CH:4][C:3]=1[CH2:10][NH:11][C:15]1[C:16]([Cl:20])=[CH:17][N:18]=[C:13]([Cl:12])[N:14]=1. (7) Given the reactants [C:1]([O:5][C:6]([CH:8]1[NH:20][CH2:19][C:17]2=[C:18]3[C:13](=[C:14]([CH2:21][C:22](=[O:24])[NH2:23])[CH:15]=[CH:16]2)[CH:12]=[CH:11][N:10]3[CH2:9]1)=[O:7])([CH3:4])([CH3:3])[CH3:2].C[O:26][C:27](=O)[C:28]([C:30]1[C:40]2=[C:41]3[C:36](=[CH:37][CH:38]=[CH:39]2)[CH2:35][CH2:34][C:33]([CH3:43])([CH3:42])[N:32]3[CH:31]=1)=O, predict the reaction product. The product is: [C:1]([O:5][C:6]([CH:8]1[NH:20][CH2:19][C:17]2=[C:18]3[C:13](=[C:14]([C:21]4[C:22](=[O:24])[NH:23][C:27](=[O:26])[C:28]=4[C:30]4[C:40]5=[C:41]6[C:36](=[CH:37][CH:38]=[CH:39]5)[CH2:35][CH2:34][C:33]([CH3:42])([CH3:43])[N:32]6[CH:31]=4)[CH:15]=[CH:16]2)[CH:12]=[CH:11][N:10]3[CH2:9]1)=[O:7])([CH3:4])([CH3:2])[CH3:3]. (8) Given the reactants [CH2:1]([N:8]1[C:16]2[C:15](=[O:17])[NH:14][C:13](=[O:18])[N:12]([CH3:19])[C:11]=2[N:10]=[CH:9]1)[C:2]1[CH:7]=[CH:6][CH:5]=[CH:4][CH:3]=1.[H-].[Na+].[C:22]([O:25][C@H:26]([CH3:32])[CH2:27][CH2:28][CH2:29][CH2:30]Cl)(=[O:24])[CH3:23], predict the reaction product. The product is: [C:22]([O:25][C@H:26]([CH3:32])[CH2:27][CH2:28][CH2:29][CH2:30][N:14]1[C:15](=[O:17])[C:16]2[N:8]([CH2:1][C:2]3[CH:7]=[CH:6][CH:5]=[CH:4][CH:3]=3)[CH:9]=[N:10][C:11]=2[N:12]([CH3:19])[C:13]1=[O:18])(=[O:24])[CH3:23]. (9) Given the reactants [N+:1]([C:4]1[CH:5]=[N:6][C:7]([NH2:10])=[N:8][CH:9]=1)([O-:3])=[O:2].[C:11]([O:15][C:16]([N:18]1[CH2:23][CH2:22][N:21]([C:24](=[O:32])[C:25]2[CH:30]=[CH:29][C:28](Br)=[CH:27][CH:26]=2)[CH2:20][CH2:19]1)=[O:17])([CH3:14])([CH3:13])[CH3:12].CC1(C)C2C(=C(P(C3C=CC=CC=3)C3C=CC=CC=3)C=CC=2)OC2C(P(C3C=CC=CC=3)C3C=CC=CC=3)=CC=CC1=2.CC(C)([O-])C.[K+], predict the reaction product. The product is: [C:11]([O:15][C:16]([N:18]1[CH2:23][CH2:22][N:21]([C:24](=[O:32])[C:25]2[CH:26]=[CH:27][C:28]([NH:10][C:7]3[N:8]=[CH:9][C:4]([N+:1]([O-:3])=[O:2])=[CH:5][N:6]=3)=[CH:29][CH:30]=2)[CH2:20][CH2:19]1)=[O:17])([CH3:14])([CH3:12])[CH3:13]. (10) Given the reactants [NH2:1][C:2]1[CH:7]=[CH:6][C:5]([OH:8])=[C:4]([Cl:9])[CH:3]=1.Cl[C:11]1[C:20]2[C:15](=[CH:16][CH:17]=[CH:18][C:19]=2[F:21])[N:14]=[CH:13][N:12]=1, predict the reaction product. The product is: [Cl:9][C:4]1[CH:3]=[C:2]([NH:1][C:11]2[C:20]3[C:15](=[CH:16][CH:17]=[CH:18][C:19]=3[F:21])[N:14]=[CH:13][N:12]=2)[CH:7]=[CH:6][C:5]=1[OH:8].